Dataset: NCI-60 drug combinations with 297,098 pairs across 59 cell lines. Task: Regression. Given two drug SMILES strings and cell line genomic features, predict the synergy score measuring deviation from expected non-interaction effect. (1) Drug 1: C1CNP(=O)(OC1)N(CCCl)CCCl. Drug 2: CC1C(C(CC(O1)OC2CC(CC3=C2C(=C4C(=C3O)C(=O)C5=CC=CC=C5C4=O)O)(C(=O)C)O)N)O. Cell line: NCIH23. Synergy scores: CSS=29.9, Synergy_ZIP=0.133, Synergy_Bliss=-2.08, Synergy_Loewe=-62.2, Synergy_HSA=-3.88. (2) Cell line: RPMI-8226. Drug 1: C1=C(C(=O)NC(=O)N1)N(CCCl)CCCl. Synergy scores: CSS=20.0, Synergy_ZIP=-6.11, Synergy_Bliss=-7.78, Synergy_Loewe=-17.3, Synergy_HSA=-8.67. Drug 2: C1=NC2=C(N=C(N=C2N1C3C(C(C(O3)CO)O)O)F)N. (3) Drug 1: CN1CCC(CC1)COC2=C(C=C3C(=C2)N=CN=C3NC4=C(C=C(C=C4)Br)F)OC. Drug 2: CNC(=O)C1=NC=CC(=C1)OC2=CC=C(C=C2)NC(=O)NC3=CC(=C(C=C3)Cl)C(F)(F)F. Cell line: SN12C. Synergy scores: CSS=20.4, Synergy_ZIP=-6.05, Synergy_Bliss=-6.66, Synergy_Loewe=-10.3, Synergy_HSA=-5.54. (4) Synergy scores: CSS=10.2, Synergy_ZIP=-4.08, Synergy_Bliss=1.34, Synergy_Loewe=0.186, Synergy_HSA=1.82. Cell line: HS 578T. Drug 2: CCN(CC)CCNC(=O)C1=C(NC(=C1C)C=C2C3=C(C=CC(=C3)F)NC2=O)C. Drug 1: C1=NC(=NC(=O)N1C2C(C(C(O2)CO)O)O)N. (5) Synergy scores: CSS=2.26, Synergy_ZIP=-0.644, Synergy_Bliss=1.65, Synergy_Loewe=1.58, Synergy_HSA=1.52. Cell line: TK-10. Drug 2: CC(C)NC(=O)C1=CC=C(C=C1)CNNC.Cl. Drug 1: C1CC(=O)NC(=O)C1N2C(=O)C3=CC=CC=C3C2=O. (6) Drug 1: C1CCC(C1)C(CC#N)N2C=C(C=N2)C3=C4C=CNC4=NC=N3. Drug 2: C1=NC2=C(N1)C(=S)N=C(N2)N. Cell line: HCT-15. Synergy scores: CSS=39.7, Synergy_ZIP=4.02, Synergy_Bliss=5.06, Synergy_Loewe=-8.91, Synergy_HSA=3.58.